This data is from Forward reaction prediction with 1.9M reactions from USPTO patents (1976-2016). The task is: Predict the product of the given reaction. (1) Given the reactants [OH:1][C:2]1[NH:3][C:4]2[C:9]([C:10]=1[C:11]1[CH:16]=[CH:15][C:14]([CH2:17][N:18]3[CH2:23][CH2:22][O:21][CH2:20][CH2:19]3)=[CH:13][N:12]=1)=[CH:8][C:7]([C:24]#[N:25])=[CH:6][CH:5]=2.[CH2:26]([S:28]([OH:31])(=[O:30])=[O:29])[CH3:27], predict the reaction product. The product is: [S:28]([CH2:26][CH3:27])([OH:31])(=[O:30])=[O:29].[OH:1][C:2]1[NH:3][C:4]2[C:9]([C:10]=1[C:11]1[CH:16]=[CH:15][C:14]([CH2:17][N:18]3[CH2:19][CH2:20][O:21][CH2:22][CH2:23]3)=[CH:13][N:12]=1)=[CH:8][C:7]([C:24]#[N:25])=[CH:6][CH:5]=2. (2) The product is: [CH2:49]([O:51][C:52](=[O:98])[CH2:53][CH2:54][CH2:55][O:56][C:57]1[CH:62]=[CH:61][CH:60]=[C:59]([CH2:63][CH2:64][CH2:65][CH2:66][CH2:67][CH2:68][O:69][C:70]2[CH:71]=[C:72]([C:36]3[CH:37]=[CH:38][CH:33]=[CH:34][C:35]=3[F:40])[CH:73]=[C:74]([C:76](=[O:89])[NH:77][CH2:78][C:79]3[CH:84]=[CH:83][CH:82]=[CH:81][C:80]=3[O:85][CH:86]([F:88])[F:87])[CH:75]=2)[C:58]=1[CH2:91][CH2:92][C:93]([O:95][CH2:96][CH3:97])=[O:94])[CH3:50]. Given the reactants C(OC(=O)CCCOC1C=CC=C(CCCCCCOC2C=C([C:33]3[CH:38]=[CH:37][C:36](F)=[C:35]([F:40])[CH:34]=3)C=C(C(=O)N(C)C)C=2)C=1CCC(OCC)=O)C.[CH2:49]([O:51][C:52](=[O:98])[CH2:53][CH2:54][CH2:55][O:56][C:57]1[CH:62]=[CH:61][CH:60]=[C:59]([CH2:63][CH2:64][CH2:65][CH2:66][CH2:67][CH2:68][O:69][C:70]2[CH:75]=[C:74]([C:76](=[O:89])[NH:77][CH2:78][C:79]3[CH:84]=[CH:83][CH:82]=[CH:81][C:80]=3[O:85][CH:86]([F:88])[F:87])[CH:73]=[C:72](Br)[CH:71]=2)[C:58]=1[CH2:91][CH2:92][C:93]([O:95][CH2:96][CH3:97])=[O:94])[CH3:50].FC1C=CC=CC=1B(O)O.C(=O)([O-])[O-].[Cs+].[Cs+], predict the reaction product. (3) Given the reactants [CH2:1]([N:5]1[CH:21]=[C:8]2[C:9]3[N:10]([N:13]=[C:14]([C:16]4[O:17][CH:18]=[CH:19][CH:20]=4)[N:15]=3)[CH:11]=[N:12][C:7]2=[N:6]1)[CH2:2][CH2:3]C.[K+].[Br-], predict the reaction product. The product is: [CH2:1]([N:5]1[CH:21]=[C:8]2[C:9]3[N:10]([N:13]=[C:14]([C:16]4[O:17][CH:18]=[CH:19][CH:20]=4)[N:15]=3)[CH:11]=[N:12][C:7]2=[N:6]1)[CH2:2][CH3:3]. (4) Given the reactants Cl[C:2]1[N:10]=[CH:9][CH:8]=[CH:7][C:3]=1[C:4](Cl)=[O:5].C(N(CC)CC)C.[NH:18]1[CH2:23][CH2:22][O:21][CH2:20][CH2:19]1.[Cl:24]CCl, predict the reaction product. The product is: [Cl:24][C:9]1[N:10]=[CH:2][C:3]([C:4]([N:18]2[CH2:23][CH2:22][O:21][CH2:20][CH2:19]2)=[O:5])=[CH:7][CH:8]=1. (5) The product is: [O:23]1[CH2:18][CH2:17][N:16]([C:18]2[C:17](=[O:22])[N:16]([C:13]3[CH:14]=[CH:15][C:10]([N+:7]([O-:9])=[O:8])=[CH:11][CH:12]=3)[CH2:21][CH2:20][CH:19]=2)[CH2:13][CH2:12]1. Given the reactants P(Cl)(Cl)(Cl)(Cl)Cl.[N+:7]([C:10]1[CH:15]=[CH:14][C:13]([N:16]2[CH2:21][CH2:20][CH2:19][CH2:18][C:17]2=[O:22])=[CH:12][CH:11]=1)([O-:9])=[O:8].[OH2:23], predict the reaction product. (6) The product is: [CH3:10][O:9][C:7]1[CH:6]=[C:5]([C:11]2[C:19]3[C:14](=[N:15][C:16]([O:21][CH2:22][C:23]([NH:55][C@H:53]([C:50]4[CH:51]=[CH:52][C:47]([O:46][CH3:45])=[CH:48][CH:49]=4)[CH3:54])=[O:24])=[CH:17][C:18]=3[CH3:20])[N:13]([CH3:26])[N:12]=2)[CH:4]=[C:3]([O:2][CH3:1])[CH:8]=1. Given the reactants [CH3:1][O:2][C:3]1[CH:4]=[C:5]([C:11]2[C:19]3[C:14](=[N:15][C:16]([O:21][CH2:22][C:23](O)=[O:24])=[CH:17][C:18]=3[CH3:20])[N:13]([CH3:26])[N:12]=2)[CH:6]=[C:7]([O:9][CH3:10])[CH:8]=1.C1C=CC2N(O)N=NC=2C=1.Cl.CCN(CC)CC.[CH3:45][O:46][C:47]1[CH:52]=[CH:51][C:50]([C@@H:53]([NH2:55])[CH3:54])=[CH:49][CH:48]=1, predict the reaction product.